This data is from Full USPTO retrosynthesis dataset with 1.9M reactions from patents (1976-2016). The task is: Predict the reactants needed to synthesize the given product. (1) Given the product [CH2:1]([C@@H:8]1[CH2:12][O:11][C:10](=[O:13])[N:9]1[C:14](=[O:22])[C@@H:15]([C:16]1[S:17][C:18]([Cl:21])=[CH:19][CH:20]=1)[CH2:43][N:35]([CH:32]([CH3:34])[CH3:33])[C:36](=[O:42])[O:37][C:38]([CH3:39])([CH3:41])[CH3:40])[C:2]1[CH:7]=[CH:6][CH:5]=[CH:4][CH:3]=1, predict the reactants needed to synthesize it. The reactants are: [CH2:1]([C@@H:8]1[CH2:12][O:11][C:10](=[O:13])[N:9]1[C:14](=[O:22])[CH2:15][C:16]1[S:17][C:18]([Cl:21])=[CH:19][CH:20]=1)[C:2]1[CH:7]=[CH:6][CH:5]=[CH:4][CH:3]=1.C(N(CC)C(C)C)(C)C.[CH:32]([N:35]([CH2:43]OC)[C:36](=[O:42])[O:37][C:38]([CH3:41])([CH3:40])[CH3:39])([CH3:34])[CH3:33]. (2) Given the product [CH3:8][C:9]1([CH3:31])[CH2:18][C:17]2[C:12](=[C:13]3[CH2:22][C:21]([CH3:23])([CH3:24])[O:20][C:14]3=[C:15]([NH:19][C:33]([NH2:34])=[O:32])[CH:16]=2)[C:11]([C:25]2[CH:26]=[CH:27][CH:28]=[CH:29][CH:30]=2)=[N:10]1, predict the reactants needed to synthesize it. The reactants are: FC(F)(F)C(O)=O.[CH3:8][C:9]1([CH3:31])[CH2:18][C:17]2[C:12](=[C:13]3[CH2:22][C:21]([CH3:24])([CH3:23])[O:20][C:14]3=[C:15]([NH2:19])[CH:16]=2)[C:11]([C:25]2[CH:30]=[CH:29][CH:28]=[CH:27][CH:26]=2)=[N:10]1.[O-:32][C:33]#[N:34].[Na+].[OH-].[Na+]. (3) Given the product [Cl:1][C:2]1[CH:3]=[CH:4][C:5]2[N:11]3[CH:12]=[CH:13][CH:14]=[C:10]3[C@@H:9]([CH2:15][CH2:16][C:17]3[N:18]=[N:19][N:20]([CH2:22][C:23]([OH:25])=[O:24])[N:21]=3)[O:8][C@H:7]([C:28]3[CH:33]=[CH:32][CH:31]=[C:30]([O:34][CH3:35])[C:29]=3[O:36][CH3:37])[C:6]=2[CH:38]=1, predict the reactants needed to synthesize it. The reactants are: [Cl:1][C:2]1[CH:3]=[CH:4][C:5]2[N:11]3[CH:12]=[CH:13][CH:14]=[C:10]3[C@@H:9]([CH2:15][CH2:16][C:17]3[N:18]=[N:19][N:20]([CH2:22][C:23]([O:25]CC)=[O:24])[N:21]=3)[O:8][C@H:7]([C:28]3[CH:33]=[CH:32][CH:31]=[C:30]([O:34][CH3:35])[C:29]=3[O:36][CH3:37])[C:6]=2[CH:38]=1.C(=O)([O-])[O-].[K+].[K+]. (4) The reactants are: [Br:1][C:2]1[CH:3]=[N:4][N:5]([C:7]2([CH2:18][CH2:19]OS(C)(=O)=O)[CH2:10][N:9]([C:11]([O:13][C:14]([CH3:17])([CH3:16])[CH3:15])=[O:12])[CH2:8]2)[CH:6]=1.[F-:25].C([N+](CCCC)(CCCC)CCCC)CCC. Given the product [Br:1][C:2]1[CH:3]=[N:4][N:5]([C:7]2([CH2:18][CH2:19][F:25])[CH2:10][N:9]([C:11]([O:13][C:14]([CH3:17])([CH3:16])[CH3:15])=[O:12])[CH2:8]2)[CH:6]=1, predict the reactants needed to synthesize it.